This data is from Full USPTO retrosynthesis dataset with 1.9M reactions from patents (1976-2016). The task is: Predict the reactants needed to synthesize the given product. (1) Given the product [CH3:27][O:21][C:20](=[O:22])[CH2:19][NH:18][C:14]1[CH:13]=[CH:12][CH:11]=[C:10]2[C:15]=1[C:16](=[O:17])[N:8]([CH:7]1[CH2:6][CH2:5][C:4](=[O:24])[NH:3][C:2]1=[O:1])[C:9]2=[O:23], predict the reactants needed to synthesize it. The reactants are: [O:1]=[C:2]1[CH:7]([N:8]2[C:16](=[O:17])[C:15]3[C:10](=[CH:11][CH:12]=[CH:13][C:14]=3[NH:18][CH2:19][C:20]([OH:22])=[O:21])[C:9]2=[O:23])[CH2:6][CH2:5][C:4](=[O:24])[NH:3]1.CI.[C:27](=O)([O-])[O-].[K+].[K+]. (2) Given the product [CH:33]1([NH:32][C:30]([C:28]2[CH:27]=[CH:26][C:25]([CH3:36])=[C:24]([N:18]3[C:17](=[O:37])[C:16]4[C:21](=[CH:22][CH:23]=[C:14]([N:11]5[CH2:10][CH2:9][N:8]([CH2:7][C:6]([OH:38])=[O:5])[CH2:13][CH2:12]5)[CH:15]=4)[N:20]=[CH:19]3)[CH:29]=2)=[O:31])[CH2:34][CH2:35]1, predict the reactants needed to synthesize it. The reactants are: C([O:5][C:6](=[O:38])[CH2:7][N:8]1[CH2:13][CH2:12][N:11]([C:14]2[CH:15]=[C:16]3[C:21](=[CH:22][CH:23]=2)[N:20]=[CH:19][N:18]([C:24]2[CH:29]=[C:28]([C:30]([NH:32][CH:33]4[CH2:35][CH2:34]4)=[O:31])[CH:27]=[CH:26][C:25]=2[CH3:36])[C:17]3=[O:37])[CH2:10][CH2:9]1)(C)(C)C.Cl.O. (3) Given the product [Br:3][C:4]1[CH:5]=[C:6]2[C:10](=[C:11]([C:13]([OH:15])=[O:14])[CH:12]=1)[NH:9][CH:8]=[C:7]2[CH:24]1[CH2:25][CH2:26][S:27](=[O:30])(=[O:31])[CH2:28][CH2:29]1, predict the reactants needed to synthesize it. The reactants are: [OH-].[Na+].[Br:3][C:4]1[CH:5]=[C:6]2[C:10](=[C:11]([C:13]([O:15]C)=[O:14])[CH:12]=1)[N:9](C(OC(C)(C)C)=O)[CH:8]=[C:7]2[CH:24]1[CH2:29][CH2:28][S:27](=[O:31])(=[O:30])[CH2:26][CH2:25]1.